This data is from Catalyst prediction with 721,799 reactions and 888 catalyst types from USPTO. The task is: Predict which catalyst facilitates the given reaction. (1) Reactant: Cl.[Cl:2][C:3]1[CH:4]=[C:5]2[C:11]([C:12]3[N:17]=[C:16]([NH:18][C@H:19]4[CH2:23][CH2:22][NH:21][CH2:20]4)[C:15]([F:24])=[CH:14][N:13]=3)=[CH:10][N:9](S(C3C=CC(C)=CC=3)(=O)=O)[C:6]2=[N:7][CH:8]=1.ClC1[CH:66]=[C:65]2[C:64]([C:67]3N=C(N[C@H]4CCNC4)C(F)=CN=3)=CN(S(C3[CH:66]=[CH:65][C:64]([CH3:67])=CC=3)(=O)=O)C2=NC=1.C1(C=O)CC1.C([BH3-])#N.[Na+].C([O-])(=O)C.[K+].C[O-].[Na+].CO. Product: [Cl:2][C:3]1[CH:4]=[C:5]2[C:11]([C:12]3[N:17]=[C:16]([NH:18][C@H:19]4[CH2:23][CH2:22][N:21]([CH2:67][CH:64]5[CH2:65][CH2:66]5)[CH2:20]4)[C:15]([F:24])=[CH:14][N:13]=3)=[CH:10][NH:9][C:6]2=[N:7][CH:8]=1. The catalyst class is: 5. (2) Reactant: [C:1]([C:3]1[NH:4][C:5](=[O:21])[N:6]([CH:8]2[CH2:13][CH2:12][N:11](C(OC(C)(C)C)=O)[CH2:10][CH2:9]2)[CH:7]=1)#[N:2].[ClH:22].O1CCOCC1. Product: [ClH:22].[O:21]=[C:5]1[NH:4][C:3]([C:1]#[N:2])=[CH:7][N:6]1[CH:8]1[CH2:13][CH2:12][NH:11][CH2:10][CH2:9]1. The catalyst class is: 13. (3) The catalyst class is: 3. Reactant: [Cl:1][C:2]1[CH:7]=[C:6]([CH2:8][N:9]2[CH2:14][CH2:13][CH2:12][CH2:11][CH2:10]2)[CH:5]=[CH:4][C:3]=1[OH:15].Br[CH2:17][CH2:18][CH2:19][CH2:20][CH2:21][S:22][C:23]1[C:32]2[C:27](=[CH:28][C:29]([C:33]([F:36])([F:35])[F:34])=[CH:30][CH:31]=2)[N:26]=[CH:25][CH:24]=1. Product: [Cl:1][C:2]1[CH:7]=[C:6]([CH2:8][N:9]2[CH2:10][CH2:11][CH2:12][CH2:13][CH2:14]2)[CH:5]=[CH:4][C:3]=1[O:15][CH2:17][CH2:18][CH2:19][CH2:20][CH2:21][S:22][C:23]1[C:32]2[C:27](=[CH:28][C:29]([C:33]([F:36])([F:34])[F:35])=[CH:30][CH:31]=2)[N:26]=[CH:25][CH:24]=1. (4) Reactant: [CH:1]1([NH:4][C:5](=[O:32])[C:6]2[CH:11]=[CH:10][C:9]([C:12]3[N:16]4[CH:17]=[C:18]([C:26]#[C:27][C:28]([OH:31])([CH3:30])[CH3:29])[N:19]=[C:20]([NH:21][CH2:22][CH:23]([CH3:25])[CH3:24])[C:15]4=[N:14][CH:13]=3)=[CH:8][CH:7]=2)[CH2:3][CH2:2]1. Product: [CH:1]1([NH:4][C:5](=[O:32])[C:6]2[CH:11]=[CH:10][C:9]([C:12]3[N:16]4[CH:17]=[C:18]([CH2:26][CH2:27][C:28]([OH:31])([CH3:30])[CH3:29])[N:19]=[C:20]([NH:21][CH2:22][CH:23]([CH3:25])[CH3:24])[C:15]4=[N:14][CH:13]=3)=[CH:8][CH:7]=2)[CH2:2][CH2:3]1. The catalyst class is: 29. (5) Reactant: [NH3:1].C[O:3][C:4]([C@@H:6]1[O:10][C:9](=[O:11])[N:8]([C:12]2[CH:13]=[C:14]3[C:18](=[CH:19][CH:20]=2)[N:17]([CH:21]([CH3:23])[CH3:22])[C:16](=[O:24])[CH2:15]3)[CH2:7]1)=O. Product: [CH:21]([N:17]1[C:18]2[C:14](=[CH:13][C:12]([N:8]3[CH2:7][C@H:6]([C:4]([NH2:1])=[O:3])[O:10][C:9]3=[O:11])=[CH:20][CH:19]=2)[CH2:15][C:16]1=[O:24])([CH3:22])[CH3:23]. The catalyst class is: 5. (6) Reactant: [OH:1][C:2]1[CH:10]=[CH:9][C:5]([C:6](O)=[O:7])=[CH:4][N:3]=1.C(Cl)CCl.C1C=CC2N(O)N=[N:21]C=2C=1.N1C2C=CC=CC=2N=C1CN(C1C2N=CC=CC=2CCC1)CCCCN. Product: [OH:1][C:2]1[CH:10]=[CH:9][C:5]([C:6]([NH2:21])=[O:7])=[CH:4][N:3]=1. The catalyst class is: 384. (7) Reactant: C(=O)(O[C@H:4]1[CH2:8][CH2:7][N:6]([C:9]([C:11]2([C:14]3[CH:19]=[CH:18][C:17]([Cl:20])=[CH:16][CH:15]=3)[CH2:13][CH2:12]2)=[O:10])[CH:5]1C(C)(C)C)N.Cl.C(#[N:29])C.C(N(CC)C(C)C)(C)C.[Cl:39][C:40]1[C:41]([CH3:50])=[C:42]([S:46](Cl)(=[O:48])=[O:47])[CH:43]=[CH:44][CH:45]=1.C(O)(C(F)(F)F)=O. Product: [Cl:39][C:40]1[C:41]([CH3:50])=[C:42]([S:46]([NH:29][C@H:4]2[CH2:8][CH2:7][N:6]([C:9]([C:11]3([C:14]4[CH:19]=[CH:18][C:17]([Cl:20])=[CH:16][CH:15]=4)[CH2:12][CH2:13]3)=[O:10])[CH2:5]2)(=[O:48])=[O:47])[CH:43]=[CH:44][CH:45]=1. The catalyst class is: 169. (8) Reactant: Br[CH2:2][C:3](=O)[C:4]([CH3:7])([CH3:6])[CH3:5].[NH2:9][C:10]([NH2:12])=[S:11].CC([O-])=O.[Na+]. Product: [C:4]([C:3]1[N:9]=[C:10]([NH2:12])[S:11][CH:2]=1)([CH3:7])([CH3:6])[CH3:5]. The catalyst class is: 14. (9) Reactant: Cl[C:2]([C:4]1[CH:13]=[CH:12][C:7]([C:8]([O:10][CH3:11])=[O:9])=[CH:6][CH:5]=1)=[O:3].[NH2:14][C:15]1[CH:20]=[C:19]([C:21]2[S:22][CH:23]=[CH:24][CH:25]=2)[CH:18]=[CH:17][C:16]=1[NH:26][C:27](=[O:33])[O:28][C:29]([CH3:32])([CH3:31])[CH3:30]. Product: [CH3:11][O:10][C:8](=[O:9])[C:7]1[CH:12]=[CH:13][C:4]([C:2]([NH:14][C:15]2[CH:20]=[C:19]([C:21]3[S:22][CH:23]=[CH:24][CH:25]=3)[CH:18]=[CH:17][C:16]=2[NH:26][C:27]([O:28][C:29]([CH3:32])([CH3:31])[CH3:30])=[O:33])=[O:3])=[CH:5][CH:6]=1. The catalyst class is: 2.